This data is from Peptide-MHC class II binding affinity with 134,281 pairs from IEDB. The task is: Regression. Given a peptide amino acid sequence and an MHC pseudo amino acid sequence, predict their binding affinity value. This is MHC class II binding data. (1) The peptide sequence is PVNEALAAAGLVGVL. The MHC is HLA-DQA10303-DQB10402 with pseudo-sequence HLA-DQA10303-DQB10402. The binding affinity (normalized) is 0.433. (2) The peptide sequence is DTPYLDITYHFVMQRLPL. The MHC is DRB1_1501 with pseudo-sequence DRB1_1501. The binding affinity (normalized) is 0.604. (3) The peptide sequence is AFILDGDNLCPKV. The MHC is HLA-DQA10501-DQB10201 with pseudo-sequence HLA-DQA10501-DQB10201. The binding affinity (normalized) is 0.423. (4) The peptide sequence is GDSYIIVGRGDSRLT. The MHC is HLA-DQA10201-DQB10402 with pseudo-sequence HLA-DQA10201-DQB10402. The binding affinity (normalized) is 0.325.